This data is from Forward reaction prediction with 1.9M reactions from USPTO patents (1976-2016). The task is: Predict the product of the given reaction. Given the reactants [O:1]1[CH:5]=[CH:4][N:3]=[C:2]1[CH2:6][OH:7].C1(P(C2C=CC=CC=2)C2C=CC=CC=2)C=CC=CC=1.[Br:27][C:28]1[C:33]([CH3:34])=[CH:32][C:31](O)=[CH:30][N:29]=1.N(C(OC(C)C)=O)=NC(OC(C)C)=O, predict the reaction product. The product is: [Br:27][C:28]1[N:29]=[CH:30][C:31]([O:7][CH2:6][C:2]2[O:1][CH:5]=[CH:4][N:3]=2)=[CH:32][C:33]=1[CH3:34].